The task is: Predict which catalyst facilitates the given reaction.. This data is from Catalyst prediction with 721,799 reactions and 888 catalyst types from USPTO. (1) Reactant: C([O-])([O-])=O.[K+].[K+].[CH:7]1([SH:13])[CH2:12][CH2:11][CH2:10][CH2:9][CH2:8]1.F[C:15]1[CH:22]=[CH:21][CH:20]=[CH:19][C:16]=1[CH:17]=[O:18]. Product: [CH:7]1([S:13][C:15]2[CH:22]=[CH:21][CH:20]=[CH:19][C:16]=2[CH:17]=[O:18])[CH2:12][CH2:11][CH2:10][CH2:9][CH2:8]1. The catalyst class is: 16. (2) Reactant: Cl[C:2]1[CH:7]=[C:6]([NH:8][C:9]2[CH:18]=[CH:17][CH:16]=[CH:15][C:10]=2[C:11]([NH:13][CH3:14])=[O:12])[C:5]([Cl:19])=[CH:4][N:3]=1.[CH3:20][N:21]1[C:25]([CH3:26])=[C:24]([NH2:27])[CH:23]=[N:22]1.C1C=CC(P(C2C(C3C(P(C4C=CC=CC=4)C4C=CC=CC=4)=CC=C4C=3C=CC=C4)=C3C(C=CC=C3)=CC=2)C2C=CC=CC=2)=CC=1.C(=O)([O-])[O-].[Cs+].[Cs+]. Product: [Cl:19][C:5]1[C:6]([NH:8][C:9]2[CH:18]=[CH:17][CH:16]=[CH:15][C:10]=2[C:11]([NH:13][CH3:14])=[O:12])=[CH:7][C:2]([NH:27][C:24]2[CH:23]=[N:22][N:21]([CH3:20])[C:25]=2[CH3:26])=[N:3][CH:4]=1. The catalyst class is: 160.